This data is from Reaction yield outcomes from USPTO patents with 853,638 reactions. The task is: Predict the reaction yield, written as a fraction of the theoretical maximum amount of product (1.0 means a 100% yield; for example, 0.34 means a 34% yield). (1) The reactants are [F:1][C:2]1[CH:7]=[CH:6][C:5]([C:8]2[C:16]3[C:11](=[CH:12][CH:13]=[C:14]([C:17]([OH:19])=O)[CH:15]=3)[NH:10][N:9]=2)=[CH:4][CH:3]=1.O.ON1C2C=CC=CC=2N=N1.Cl.CN(C)CCCN=C=NCC.[NH2:43][CH2:44][CH2:45][CH2:46][OH:47]. The catalyst is O1CCCC1.O.CN(C)C=O. The product is [F:1][C:2]1[CH:3]=[CH:4][C:5]([C:8]2[C:16]3[C:11](=[CH:12][CH:13]=[C:14]([C:17]([NH:43][CH2:44][CH2:45][CH2:46][OH:47])=[O:19])[CH:15]=3)[NH:10][N:9]=2)=[CH:6][CH:7]=1. The yield is 0.780. (2) The reactants are C([O:3][C:4]([CH2:6][N:7]1[C:12](=[O:13])[CH:11]=[C:10]([NH:14][C:15]2[CH:20]=[CH:19][C:18]([CH3:21])=[C:17]([CH2:22][CH3:23])[CH:16]=2)[NH:9][C:8]1=[O:24])=[O:5])C.[OH-].[K+]. The catalyst is O.CO. The product is [C:4]([CH2:6][N:7]1[C:12](=[O:13])[CH:11]=[C:10]([NH:14][C:15]2[CH:20]=[CH:19][C:18]([CH3:21])=[C:17]([CH2:22][CH3:23])[CH:16]=2)[NH:9][C:8]1=[O:24])([OH:5])=[O:3]. The yield is 0.870.